Task: Predict the product of the given reaction.. Dataset: Forward reaction prediction with 1.9M reactions from USPTO patents (1976-2016) Given the reactants CCCC[N+](CCCC)(CCCC)CCCC.[F-].[Si]([O:26][CH:27]([C:29]1[O:30][C:31](=[O:45])[C:32]2[C:37]([C:38]=1[C:39]1[CH:44]=[CH:43][CH:42]=[CH:41][N:40]=1)=[CH:36][CH:35]=[CH:34][CH:33]=2)[CH3:28])(C(C)(C)C)(C)C, predict the reaction product. The product is: [OH:26][CH:27]([C:29]1[O:30][C:31](=[O:45])[C:32]2[C:37]([C:38]=1[C:39]1[CH:44]=[CH:43][CH:42]=[CH:41][N:40]=1)=[CH:36][CH:35]=[CH:34][CH:33]=2)[CH3:28].